Dataset: Reaction yield outcomes from USPTO patents with 853,638 reactions. Task: Predict the reaction yield, written as a fraction of the theoretical maximum amount of product (1.0 means a 100% yield; for example, 0.34 means a 34% yield). (1) The reactants are [Br:1][CH2:2][CH:3]=[C:4]([CH3:6])[CH3:5].[CH3:7][O:8][C:9]1[N:14]=[CH:13][C:12]([CH:15]([NH:27][C:28]2[CH:29]=[C:30]([CH:36]=[CH:37][CH:38]=2)[C:31]([O:33][CH2:34][CH3:35])=[O:32])[C:16](=[O:26])[O:17][C@@H:18]2[CH:23]3[CH2:24][CH2:25][N:20]([CH2:21][CH2:22]3)[CH2:19]2)=[CH:11][CH:10]=1. The catalyst is CCOC(C)=O. The product is [Br-:1].[CH2:34]([O:33][C:31]([C:30]1[CH:29]=[C:28]([NH:27][CH:15]([C:12]2[CH:13]=[N:14][C:9]([O:8][CH3:7])=[CH:10][CH:11]=2)[C:16]([O:17][C@@H:18]2[CH:23]3[CH2:24][CH2:25][N+:20]([CH2:2][CH:3]=[C:4]([CH3:6])[CH3:5])([CH2:21][CH2:22]3)[CH2:19]2)=[O:26])[CH:38]=[CH:37][CH:36]=1)=[O:32])[CH3:35]. The yield is 0.840. (2) The reactants are [CH2:1]([O:8][C:9]1[C:18]2[C:13](=[CH:14][CH:15]=[CH:16][C:17]=2[Br:19])[CH:12]=[C:11](C(O)=O)[CH:10]=1)[C:2]1[CH:7]=[CH:6][CH:5]=[CH:4][CH:3]=1.CC[N:25]([CH2:28]C)CC.C1(P(N=[N+]=[N-])(C2C=CC=CC=2)=[O:37])C=CC=CC=1.[CH3:47][C:48]([OH:51])([CH3:50])[CH3:49]. No catalyst specified. The product is [C:48]([O:51][C:28](=[O:37])[NH:25][C:11]1[CH:10]=[C:9]([O:8][CH2:1][C:2]2[CH:3]=[CH:4][CH:5]=[CH:6][CH:7]=2)[C:18]2[C:13](=[CH:14][CH:15]=[CH:16][C:17]=2[Br:19])[CH:12]=1)([CH3:50])([CH3:49])[CH3:47]. The yield is 0.890. (3) The reactants are [CH3:1][S:2][CH2:3][CH2:4][CH2:5][OH:6].C(N(CC)CC)C.CN(C)CCCCCCN(C)C.[C:26]1([CH3:36])[CH:31]=[CH:30][C:29]([S:32](Cl)(=[O:34])=[O:33])=[CH:28][CH:27]=1. The catalyst is C1(C)C=CC=CC=1.O. The product is [CH3:36][C:26]1[CH:31]=[CH:30][C:29]([S:32]([O:6][CH2:5][CH2:4][CH2:3][S:2][CH3:1])(=[O:34])=[O:33])=[CH:28][CH:27]=1. The yield is 0.940. (4) The reactants are C([O:5][C:6](=[O:29])[CH2:7][C:8]1[C:16]2[NH:15][C:14]([S:17][CH2:18][C:19]3[CH:24]=[CH:23][CH:22]=[CH:21][C:20]=3[C:25]([O:27][CH3:28])=[O:26])=[N:13][C:12]=2[CH:11]=[CH:10][CH:9]=1)(C)(C)C.FC(F)(F)C(O)=O. No catalyst specified. The product is [CH3:28][O:27][C:25]([C:20]1[CH:21]=[CH:22][CH:23]=[CH:24][C:19]=1[CH2:18][S:17][C:14]1[NH:15][C:16]2[C:8]([CH2:7][C:6]([OH:29])=[O:5])=[CH:9][CH:10]=[CH:11][C:12]=2[N:13]=1)=[O:26]. The yield is 0.640. (5) The reactants are Br[C:2]1[CH:3]=[N:4][CH:5]=[N:6][CH:7]=1.[CH3:8][O:9][C:10]1[CH:17]=[CH:16][C:13]([CH2:14][NH2:15])=[CH:12][CH:11]=1. No catalyst specified. The product is [CH3:8][O:9][C:10]1[CH:17]=[CH:16][C:13]([CH2:14][NH:15][C:2]2[CH:3]=[N:4][CH:5]=[N:6][CH:7]=2)=[CH:12][CH:11]=1. The yield is 0.850.